Dataset: Full USPTO retrosynthesis dataset with 1.9M reactions from patents (1976-2016). Task: Predict the reactants needed to synthesize the given product. (1) Given the product [Cl:22][C:23]1[CH:30]=[CH:29][C:26]([CH2:27][N:14]2[C:13]3[CH:12]([CH2:16][C:17]([OH:19])=[O:18])[CH2:11][CH2:10][CH2:9][C:8]=3[C:7]3[C:15]2=[C:3]([S:2][CH3:1])[CH:4]=[CH:5][CH:6]=3)=[CH:25][CH:24]=1, predict the reactants needed to synthesize it. The reactants are: [CH3:1][S:2][C:3]1[CH:4]=[CH:5][CH:6]=[C:7]2[C:15]=1[NH:14][C:13]1[CH:12]([CH2:16][C:17]([OH:19])=[O:18])[CH2:11][CH2:10][CH2:9][C:8]2=1.[H-].[Na+].[Cl:22][C:23]1[CH:30]=[CH:29][C:26]([CH2:27]Cl)=[CH:25][CH:24]=1.Cl.C(OC(C)C)(=O)C. (2) Given the product [F:33][C:34]1[CH:66]=[CH:65][C:37]([C:38]([NH:40][C:41]2[CH:46]=[CH:45][C:44]([C:47]3[CH:55]=[C:54]4[C:50]([CH2:51][N:52]([C@@H:57]([CH:62]([CH3:64])[CH3:63])[C:58]([OH:60])=[O:59])[C:53]4=[O:56])=[CH:49][CH:48]=3)=[CH:43][CH:42]=2)=[O:39])=[CH:36][C:35]=1[CH3:67], predict the reactants needed to synthesize it. The reactants are: C(NC1C=CC(C2C=C3C(CN([C@@H](C(C)C)C(O)=O)C3=O)=CC=2)=CC=1)(=O)C1C=CC=CC=1.[F:33][C:34]1[CH:66]=[CH:65][C:37]([C:38]([NH:40][C:41]2[CH:46]=[CH:45][C:44]([C:47]3[CH:55]=[C:54]4[C:50]([CH2:51][N:52]([C@@H:57]([CH:62]([CH3:64])[CH3:63])[C:58]([O:60]C)=[O:59])[C:53]4=[O:56])=[CH:49][CH:48]=3)=[CH:43][CH:42]=2)=[O:39])=[CH:36][C:35]=1[CH3:67]. (3) Given the product [CH3:39][O:40][C:41]1[CH:61]=[CH:60][C:44]([O:45][C:46]2[CH:59]=[CH:58][C:49]([CH2:50][NH:51][C:52]([C:54]3([NH:57][C:6](=[O:7])[CH2:5][CH2:4][CH2:3][N:2]([CH3:9])[CH3:1])[CH2:55][CH2:56]3)=[O:53])=[CH:48][CH:47]=2)=[C:43]([C:62]([F:63])([F:64])[F:65])[CH:42]=1, predict the reactants needed to synthesize it. The reactants are: [CH3:1][N:2]([CH3:9])[CH2:3][CH2:4][CH2:5][C:6](O)=[O:7].C(N(CC)CC)C.CN(C(ON1N=NC2C=CC=CC1=2)=[N+](C)C)C.[B-](F)(F)(F)F.[CH3:39][O:40][C:41]1[CH:61]=[CH:60][C:44]([O:45][C:46]2[CH:59]=[CH:58][C:49]([CH2:50][NH:51][C:52]([C:54]3([NH2:57])[CH2:56][CH2:55]3)=[O:53])=[CH:48][CH:47]=2)=[C:43]([C:62]([F:65])([F:64])[F:63])[CH:42]=1. (4) Given the product [Br:6][CH2:7][C:8]([N:19]1[CH2:20][CH2:21][N:16]([CH:11]2[CH2:15][CH2:14][CH2:13][CH2:12]2)[CH2:17][CH2:18]1)=[O:9], predict the reactants needed to synthesize it. The reactants are: C(=O)(O)[O-].[Na+].[Br:6][CH2:7][C:8](Br)=[O:9].[CH:11]1([N:16]2[CH2:21][CH2:20][NH:19][CH2:18][CH2:17]2)[CH2:15][CH2:14][CH2:13][CH2:12]1. (5) Given the product [CH2:1]([O:3][C:4]([N:6]1[C:15]2[C:10](=[N:11][C:12]([O:16][CH3:17])=[CH:13][CH:14]=2)[C@@H:9]([NH:18][C:19]2[C:24]([CH2:25][C:26]3[CH:31]=[C:30]([C:32]([F:35])([F:33])[F:34])[CH:29]=[C:28]([C:36]([F:39])([F:38])[F:37])[CH:27]=3)=[CH:23][C:22]([C:40]([O:46][CH2:44][CH3:45])=[NH:41])=[CH:21][N:20]=2)[CH2:8][C@H:7]1[CH2:42][CH3:43])=[O:5])[CH3:2].[CH2:1]([O:3][C:4]([N:6]1[C:15]2[C:10](=[N:11][C:12]([O:16][CH3:17])=[CH:13][CH:14]=2)[C@@H:9]([NH:18][C:19]2[C:24]([CH2:25][C:26]3[CH:31]=[C:30]([C:32]([F:35])([F:33])[F:34])[CH:29]=[C:28]([C:36]([F:39])([F:38])[F:37])[CH:27]=3)=[CH:23][C:22]([C:40](=[O:49])[NH2:41])=[CH:21][N:20]=2)[CH2:8][C@H:7]1[CH2:42][CH3:43])=[O:5])[CH3:2], predict the reactants needed to synthesize it. The reactants are: [CH2:1]([O:3][C:4]([N:6]1[C:15]2[C:10](=[N:11][C:12]([O:16][CH3:17])=[CH:13][CH:14]=2)[C@@H:9]([NH:18][C:19]2[C:24]([CH2:25][C:26]3[CH:31]=[C:30]([C:32]([F:35])([F:34])[F:33])[CH:29]=[C:28]([C:36]([F:39])([F:38])[F:37])[CH:27]=3)=[CH:23][C:22]([C:40]#[N:41])=[CH:21][N:20]=2)[CH2:8][C@H:7]1[CH2:42][CH3:43])=[O:5])[CH3:2].[C:44](Cl)(=[O:46])[CH3:45].C(=O)([O-])[OH:49].[Na+].C(OCC)(=O)C. (6) Given the product [CH2:15]([N:5]1[C:6](=[O:8])[CH:7]=[C:2]([O:12][CH2:9][C:16]2[CH:21]=[CH:20][CH:19]=[CH:18][CH:17]=2)[N:3]=[CH:4]1)[C:16]1[CH:21]=[CH:20][CH:19]=[CH:18][CH:17]=1, predict the reactants needed to synthesize it. The reactants are: O[C:2]1[CH:7]=[C:6]([OH:8])[N:5]=[CH:4][N:3]=1.[C:9](=[O:12])([O-])[O-].[K+].[K+].[CH2:15](Cl)[C:16]1[CH:21]=[CH:20][CH:19]=[CH:18][CH:17]=1. (7) Given the product [CH:14]1[C:15]2[C:10](=[CH:9][C:8]3[C:3]([C:2]=2[B:21]([OH:24])[OH:22])=[CH:4][CH:5]=[CH:6][CH:7]=3)[CH:11]=[CH:12][CH:13]=1, predict the reactants needed to synthesize it. The reactants are: Br[C:2]1[C:3]2[C:8]([CH:9]=[C:10]3[C:15]=1[CH:14]=[CH:13][CH:12]=[CH:11]3)=[CH:7][CH:6]=[CH:5][CH:4]=2.C([Li])CCC.[B:21](OC)([O:24]C)[O:22]C.Cl. (8) Given the product [C:11]([O:13][C:2]1[CH:7]=[C:6]([I:8])[CH:5]=[C:4]([Cl:9])[N:3]=1)([CH3:14])([CH3:12])[CH3:10], predict the reactants needed to synthesize it. The reactants are: Cl[C:2]1[CH:7]=[C:6]([I:8])[CH:5]=[C:4]([Cl:9])[N:3]=1.[CH3:10][C:11]([CH3:14])([O-:13])[CH3:12].[K+].